From a dataset of Full USPTO retrosynthesis dataset with 1.9M reactions from patents (1976-2016). Predict the reactants needed to synthesize the given product. Given the product [O:28]1[CH2:29][CH2:30][CH:26]([C:6]2[CH:7]=[C:8]([CH:22]=[CH:23][CH:24]=2)[CH2:9][CH:10]2[C:17]3[CH:16]=[C:15]([C:18]([O:20][CH3:21])=[O:19])[NH:14][C:13]=3[CH2:12][CH2:11]2)[CH2:25]1, predict the reactants needed to synthesize it. The reactants are: O1C=CC=C1[C:6]1[CH:7]=[C:8]([CH:22]=[CH:23][CH:24]=1)/[CH:9]=[C:10]1\[CH2:11][CH2:12][C:13]2[NH:14][C:15]([C:18]([O:20][CH3:21])=[O:19])=[CH:16][C:17]\1=2.[C:25]([O:28][CH2:29][CH3:30])(=O)[CH3:26].